From a dataset of Catalyst prediction with 721,799 reactions and 888 catalyst types from USPTO. Predict which catalyst facilitates the given reaction. Reactant: [CH3:1][O:2][C:3](=[O:13])[CH:4]([NH2:12])[CH2:5][C:6]1[CH:11]=[CH:10][CH:9]=[CH:8][CH:7]=1.C(N(CC)CC)C.[Cl:21][C:22]1[CH:27]=[CH:26][C:25]([S:28](Cl)(=[O:30])=[O:29])=[CH:24][CH:23]=1. The catalyst class is: 2. Product: [CH3:1][O:2][C:3](=[O:13])[CH:4]([NH:12][S:28]([C:25]1[CH:26]=[CH:27][C:22]([Cl:21])=[CH:23][CH:24]=1)(=[O:30])=[O:29])[CH2:5][C:6]1[CH:11]=[CH:10][CH:9]=[CH:8][CH:7]=1.